From a dataset of Full USPTO retrosynthesis dataset with 1.9M reactions from patents (1976-2016). Predict the reactants needed to synthesize the given product. (1) Given the product [Cl:1][C:2]1[CH:7]=[CH:6][C:5]([N:8]2[C:12]3=[N:13][CH:14]=[CH:15][CH:16]=[C:11]3[N:10]=[C:9]2[C:17]([NH:29][C:26]2[CH:27]=[CH:28][N:24]([CH3:23])[N:25]=2)=[O:19])=[CH:4][C:3]=1[F:22], predict the reactants needed to synthesize it. The reactants are: [Cl:1][C:2]1[CH:7]=[CH:6][C:5]([N:8]2[C:12]3=[N:13][CH:14]=[CH:15][CH:16]=[C:11]3[N:10]=[C:9]2[C:17]([O:19]CC)=O)=[CH:4][C:3]=1[F:22].[CH3:23][N:24]1[CH:28]=[CH:27][C:26]([NH2:29])=[N:25]1.C[Al](C)C. (2) Given the product [NH2:33][CH2:2][C:3]1[N:7]([CH2:8][CH2:9][NH:10][C:11](=[O:17])[O:12][C:13]([CH3:16])([CH3:15])[CH3:14])[N:6]=[C:5]([CH2:18][CH3:19])[C:4]=1[O:20][C:21]1[CH:26]=[C:25]([Cl:27])[CH:24]=[C:23]([Cl:28])[CH:22]=1, predict the reactants needed to synthesize it. The reactants are: Br[CH2:2][C:3]1[N:7]([CH2:8][CH2:9][NH:10][C:11](=[O:17])[O:12][C:13]([CH3:16])([CH3:15])[CH3:14])[N:6]=[C:5]([CH2:18][CH3:19])[C:4]=1[O:20][C:21]1[CH:26]=[C:25]([Cl:27])[CH:24]=[C:23]([Cl:28])[CH:22]=1.N.C([N:33](C(C)C)CC)(C)C. (3) Given the product [NH2:14][C:9]1[CH:8]=[CH:7][C:6]([O:5][C:4]2[CH:17]=[C:18]([F:20])[CH:19]=[C:2]([F:1])[CH:3]=2)=[CH:13][C:10]=1[C:11]#[N:12], predict the reactants needed to synthesize it. The reactants are: [F:1][C:2]1[CH:3]=[C:4]([CH:17]=[C:18]([F:20])[CH:19]=1)[O:5][C:6]1[CH:7]=[CH:8][C:9]([N+:14]([O-])=O)=[C:10]([CH:13]=1)[C:11]#[N:12].